Dataset: Full USPTO retrosynthesis dataset with 1.9M reactions from patents (1976-2016). Task: Predict the reactants needed to synthesize the given product. (1) Given the product [C:19]([NH:22][C:23]1[CH:28]=[C:27]([CH2:29][S:18][C:13]2[C:12]([C:10]([NH:9][C:4]3[CH:5]=[C:6]([CH3:8])[CH:7]=[C:2]([CH3:1])[CH:3]=3)=[O:11])=[CH:17][CH:16]=[CH:15][N:14]=2)[CH:26]=[CH:25][N:24]=1)(=[O:21])[CH3:20], predict the reactants needed to synthesize it. The reactants are: [CH3:1][C:2]1[CH:3]=[C:4]([NH:9][C:10]([C:12]2[C:13](=[S:18])[NH:14][CH:15]=[CH:16][CH:17]=2)=[O:11])[CH:5]=[C:6]([CH3:8])[CH:7]=1.[C:19]([NH:22][C:23]1[CH:28]=[C:27]([CH2:29]OS(C)(=O)=O)[CH:26]=[CH:25][N:24]=1)(=[O:21])[CH3:20].C(N(CC)CC)C.C(OCC)(=O)C. (2) Given the product [OH:33][CH2:32][C:29]1[CH:28]=[CH:27][C:26]([N:23]2[CH:24]=[CH:25][C:21]([CH:19]([C:17]3[CH:16]=[CH:15][C:5]4[N:6]([CH2:7][O:8][CH2:9][CH2:10][Si:11]([CH3:14])([CH3:13])[CH3:12])[C:2](=[O:1])[S:3][C:4]=4[CH:18]=3)[CH3:20])=[N:22]2)=[N:31][CH:30]=1, predict the reactants needed to synthesize it. The reactants are: [O:1]=[C:2]1[N:6]([CH2:7][O:8][CH2:9][CH2:10][Si:11]([CH3:14])([CH3:13])[CH3:12])[C:5]2[CH:15]=[CH:16][C:17]([CH:19]([C:21]3[CH:25]=[CH:24][N:23]([C:26]4[N:31]=[CH:30][C:29]([C:32](OC)=[O:33])=[CH:28][CH:27]=4)[N:22]=3)[CH3:20])=[CH:18][C:4]=2[S:3]1.[BH4-].[Li+]. (3) Given the product [CH:21]1([C:2]2[N:3]=[C:4]3[C:10]([CH:11]=[O:12])=[CH:9][N:8]([CH2:13][O:14][CH2:15][CH2:16][Si:17]([CH3:20])([CH3:19])[CH3:18])[C:5]3=[N:6][CH:7]=2)[CH2:23][CH2:22]1, predict the reactants needed to synthesize it. The reactants are: Br[C:2]1[N:3]=[C:4]2[C:10]([CH:11]=[O:12])=[CH:9][N:8]([CH2:13][O:14][CH2:15][CH2:16][Si:17]([CH3:20])([CH3:19])[CH3:18])[C:5]2=[N:6][CH:7]=1.[CH:21]1(B(O)O)[CH2:23][CH2:22]1.C1(P(C2CCCCC2)C2CCCCC2)CCCCC1.[O-]P([O-])([O-])=O.[K+].[K+].[K+]. (4) Given the product [Cl:1][C:2]1[CH:7]=[CH:6][CH:5]=[CH:4][C:3]=1[CH2:8][CH2:9][N:10]1[C:15](=[O:16])[C:14]([CH2:17][OH:18])=[CH:13][C:12]([C:21]2[CH:26]=[CH:25][C:24]([F:27])=[C:23]([CH3:28])[CH:22]=2)=[N:11]1, predict the reactants needed to synthesize it. The reactants are: [Cl:1][C:2]1[CH:7]=[CH:6][CH:5]=[CH:4][C:3]=1[CH2:8][CH2:9][N:10]1[C:15](=[O:16])[C:14]([C:17](OC)=[O:18])=[CH:13][C:12]([C:21]2[CH:26]=[CH:25][C:24]([F:27])=[C:23]([CH3:28])[CH:22]=2)=[N:11]1.O.O.O.O.O.O.[Cl-].[Ce+3].[Cl-].[Cl-].[BH4-].[Na+].[Cl-].[NH4+]. (5) Given the product [ClH:15].[NH2:30][C:28]1[NH:27][C:25]([NH:24][CH2:17][C:18]2[CH:23]=[CH:22][CH:21]=[CH:20][CH:19]=2)=[N:26][CH:1]([CH2:2][CH2:3][CH2:4][CH2:5][CH2:6][CH2:7][CH2:8][CH2:9][CH2:10][CH2:11][CH2:12][CH3:13])[N:29]=1, predict the reactants needed to synthesize it. The reactants are: [CH:1](=O)[CH2:2][CH2:3][CH2:4][CH2:5][CH2:6][CH2:7][CH2:8][CH2:9][CH2:10][CH2:11][CH2:12][CH3:13].[ClH:15].Cl.[CH2:17]([NH:24][C:25]([NH:27][C:28]([NH2:30])=[NH:29])=[NH:26])[C:18]1[CH:23]=[CH:22][CH:21]=[CH:20][CH:19]=1.